This data is from Catalyst prediction with 721,799 reactions and 888 catalyst types from USPTO. The task is: Predict which catalyst facilitates the given reaction. Reactant: [S:1]1[C:5]2[CH2:6][CH2:7][CH2:8][C:4]=2[N:3]=[C:2]1[C:9](/[C:11](=[CH:17]/[N:18](C)C)/[C:12]([O:14][CH2:15][CH3:16])=[O:13])=O.O.[NH2:22]N. Product: [S:1]1[C:5]2[CH2:6][CH2:7][CH2:8][C:4]=2[N:3]=[C:2]1[C:9]1[C:11]([C:12]([O:14][CH2:15][CH3:16])=[O:13])=[CH:17][NH:18][N:22]=1. The catalyst class is: 621.